From a dataset of Full USPTO retrosynthesis dataset with 1.9M reactions from patents (1976-2016). Predict the reactants needed to synthesize the given product. Given the product [CH2:1]([O:3][C:4]([C:6]1[S:10][C:9]2[CH:11]=[CH:12][C:13]([NH2:15])=[CH:14][C:8]=2[CH:7]=1)=[O:5])[CH3:2], predict the reactants needed to synthesize it. The reactants are: [CH2:1]([O:3][C:4]([C:6]1[S:10][C:9]2[CH:11]=[CH:12][C:13]([N+:15]([O-])=O)=[CH:14][C:8]=2[CH:7]=1)=[O:5])[CH3:2].